From a dataset of NCI-60 drug combinations with 297,098 pairs across 59 cell lines. Regression. Given two drug SMILES strings and cell line genomic features, predict the synergy score measuring deviation from expected non-interaction effect. (1) Drug 1: CC1=C(C(CCC1)(C)C)C=CC(=CC=CC(=CC(=O)O)C)C. Drug 2: CC=C1C(=O)NC(C(=O)OC2CC(=O)NC(C(=O)NC(CSSCCC=C2)C(=O)N1)C(C)C)C(C)C. Cell line: UACC62. Synergy scores: CSS=72.4, Synergy_ZIP=-3.26, Synergy_Bliss=-4.89, Synergy_Loewe=-3.94, Synergy_HSA=-1.05. (2) Drug 1: C1=C(C(=O)NC(=O)N1)F. Drug 2: N.N.Cl[Pt+2]Cl. Cell line: HL-60(TB). Synergy scores: CSS=40.2, Synergy_ZIP=-17.7, Synergy_Bliss=-28.7, Synergy_Loewe=-32.3, Synergy_HSA=-30.1. (3) Drug 1: CCCCCOC(=O)NC1=NC(=O)N(C=C1F)C2C(C(C(O2)C)O)O. Drug 2: B(C(CC(C)C)NC(=O)C(CC1=CC=CC=C1)NC(=O)C2=NC=CN=C2)(O)O. Cell line: MDA-MB-435. Synergy scores: CSS=63.9, Synergy_ZIP=4.78, Synergy_Bliss=5.08, Synergy_Loewe=-48.8, Synergy_HSA=-2.24. (4) Drug 1: C1=CC(=C2C(=C1NCCNCCO)C(=O)C3=C(C=CC(=C3C2=O)O)O)NCCNCCO. Drug 2: CN(CC1=CN=C2C(=N1)C(=NC(=N2)N)N)C3=CC=C(C=C3)C(=O)NC(CCC(=O)O)C(=O)O. Cell line: HS 578T. Synergy scores: CSS=44.3, Synergy_ZIP=-3.01, Synergy_Bliss=-3.78, Synergy_Loewe=-3.18, Synergy_HSA=-0.0343. (5) Drug 1: CCCCCOC(=O)NC1=NC(=O)N(C=C1F)C2C(C(C(O2)C)O)O. Synergy scores: CSS=9.49, Synergy_ZIP=-4.46, Synergy_Bliss=4.66, Synergy_Loewe=-21.8, Synergy_HSA=-1.24. Cell line: NCIH23. Drug 2: CCN(CC)CCCC(C)NC1=C2C=C(C=CC2=NC3=C1C=CC(=C3)Cl)OC. (6) Drug 1: C1=NC2=C(N1)C(=S)N=CN2. Drug 2: C(CC(=O)O)C(=O)CN.Cl. Cell line: IGROV1. Synergy scores: CSS=7.85, Synergy_ZIP=-1.70, Synergy_Bliss=-0.0197, Synergy_Loewe=-1.27, Synergy_HSA=0.484. (7) Drug 1: CS(=O)(=O)C1=CC(=C(C=C1)C(=O)NC2=CC(=C(C=C2)Cl)C3=CC=CC=N3)Cl. Drug 2: COC1=CC(=CC(=C1O)OC)C2C3C(COC3=O)C(C4=CC5=C(C=C24)OCO5)OC6C(C(C7C(O6)COC(O7)C8=CC=CS8)O)O. Cell line: DU-145. Synergy scores: CSS=38.7, Synergy_ZIP=-0.562, Synergy_Bliss=-2.19, Synergy_Loewe=-32.4, Synergy_HSA=-2.58.